Dataset: Retrosynthesis with 50K atom-mapped reactions and 10 reaction types from USPTO. Task: Predict the reactants needed to synthesize the given product. Given the product CC(C)(C)OC(=O)N1CCC[C@H]1C(=O)NNC(=O)c1ccccc1, predict the reactants needed to synthesize it. The reactants are: CC(C)(C)OC(=O)N1CCC[C@H]1C(=O)O.NNC(=O)c1ccccc1.